This data is from Full USPTO retrosynthesis dataset with 1.9M reactions from patents (1976-2016). The task is: Predict the reactants needed to synthesize the given product. (1) The reactants are: [OH:1][NH2:2].C([O:5][C:6](=O)[CH2:7][CH2:8][CH2:9][CH2:10][CH2:11][CH2:12][N:13]([C:20]1[CH:25]=[C:24]([C:26]2[CH:31]=[CH:30][CH:29]=[CH:28][CH:27]=2)[CH:23]=[CH:22][N:21]=1)[C:14]1[CH:19]=[CH:18][CH:17]=[CH:16][N:15]=1)C. Given the product [OH:1][NH:2][C:6](=[O:5])[CH2:7][CH2:8][CH2:9][CH2:10][CH2:11][CH2:12][N:13]([C:20]1[CH:25]=[C:24]([C:26]2[CH:31]=[CH:30][CH:29]=[CH:28][CH:27]=2)[CH:23]=[CH:22][N:21]=1)[C:14]1[CH:19]=[CH:18][CH:17]=[CH:16][N:15]=1, predict the reactants needed to synthesize it. (2) Given the product [O:6]1[C:10]2[CH:11]=[CH:12][CH:13]=[CH:14][C:9]=2[C:8]([CH2:15][CH2:16][C:17]([OH:20])=[O:4])=[CH:7]1, predict the reactants needed to synthesize it. The reactants are: C(O)C.[OH-:4].[K+].[O:6]1[C:10]2[CH:11]=[CH:12][CH:13]=[CH:14][C:9]=2[C:8]([CH2:15][CH2:16][C:17]#N)=[CH:7]1.Cl.[OH2:20]. (3) Given the product [CH2:33]([O:22][C:21](=[O:23])[C:20]1[CH:24]=[CH:25][C:17]([NH:16][C:14](=[O:15])[C:13]2[CH:26]=[C:27]([O:31][CH3:32])[C:28]([O:29][CH3:30])=[C:11]([NH:10][S:7]([C:1]3[CH:6]=[CH:5][CH:4]=[CH:3][CH:2]=3)(=[O:9])=[O:8])[CH:12]=2)=[CH:18][CH:19]=1)[CH3:34], predict the reactants needed to synthesize it. The reactants are: [C:1]1([S:7]([NH:10][C:11]2[CH:12]=[C:13]([CH:26]=[C:27]([O:31][CH3:32])[C:28]=2[O:29][CH3:30])[C:14]([NH:16][C:17]2[CH:25]=[CH:24][C:20]([C:21]([OH:23])=[O:22])=[CH:19][CH:18]=2)=[O:15])(=[O:9])=[O:8])[CH:6]=[CH:5][CH:4]=[CH:3][CH:2]=1.[C:33]1(S(Cl)(=O)=O)C=CC=C[CH:34]=1.